Predict the reaction yield, written as a fraction of the theoretical maximum amount of product (1.0 means a 100% yield; for example, 0.34 means a 34% yield). From a dataset of Reaction yield outcomes from USPTO patents with 853,638 reactions. The yield is 0.580. The reactants are [N+:1]([C:4]1[CH:5]=[C:6]([OH:10])[CH:7]=[CH:8][CH:9]=1)([O-:3])=[O:2].C([O-])([O-])=O.[K+].[K+].Br[CH2:18][CH2:19][Cl:20]. The catalyst is CC(=O)CC.CCOC(C)=O.O. The product is [N+:1]([C:4]1[CH:5]=[C:6]([O:10][CH2:18][CH2:19][Cl:20])[CH:7]=[CH:8][CH:9]=1)([O-:3])=[O:2].